The task is: Predict the reaction yield, written as a fraction of the theoretical maximum amount of product (1.0 means a 100% yield; for example, 0.34 means a 34% yield).. This data is from Reaction yield outcomes from USPTO patents with 853,638 reactions. (1) The reactants are [Cl:1][C:2]1[N:7]=[C:6]([NH:8][C:9]2[CH:32]=[CH:31][C:12]3[N:13]([CH3:30])[C:14]([N:16]([C:24]4[CH:29]=[CH:28][CH:27]=[CH:26][CH:25]=4)[C:17](=[O:23])[O:18][C:19]([CH3:22])([CH3:21])[CH3:20])=[N:15][C:11]=3[CH:10]=2)[CH:5]=[CH:4][N:3]=1.[C:33](=O)([O-])[O-].[Cs+].[Cs+].IC. The product is [Cl:1][C:2]1[N:7]=[C:6]([N:8]([CH3:33])[C:9]2[CH:32]=[CH:31][C:12]3[N:13]([CH3:30])[C:14]([N:16]([C:24]4[CH:25]=[CH:26][CH:27]=[CH:28][CH:29]=4)[C:17](=[O:23])[O:18][C:19]([CH3:20])([CH3:21])[CH3:22])=[N:15][C:11]=3[CH:10]=2)[CH:5]=[CH:4][N:3]=1. The yield is 0.780. The catalyst is CN(C=O)C. (2) The reactants are [C:1]([C:5]1[CH:10]=[C:9](Br)[C:8]([N+:12]([O-:14])=[O:13])=[CH:7][C:6]=1[O:15][CH3:16])([CH3:4])([CH3:3])[CH3:2].[F-:17].[K+].[K+].[Br-].Cl[C:22]([F:28])([F:27])C(OC)=O. The catalyst is CN(C=O)C.O.[Cu]I. The product is [C:1]([C:5]1[CH:10]=[C:9]([C:22]([F:28])([F:17])[F:27])[C:8]([N+:12]([O-:14])=[O:13])=[CH:7][C:6]=1[O:15][CH3:16])([CH3:4])([CH3:3])[CH3:2]. The yield is 0.610. (3) The reactants are [OH:1][CH2:2][C:3]1([C:6]([NH:8][CH2:9][CH2:10][CH3:11])=[O:7])[CH2:5][CH2:4]1.[H-].[Na+].[NH2:14][C:15]1[CH:22]=[CH:21][CH:20]=[C:19](F)[C:16]=1[C:17]#[N:18]. The catalyst is C1COCC1. The product is [NH2:14][C:15]1[C:16]([C:17]#[N:18])=[C:19]([CH:20]=[CH:21][CH:22]=1)[O:1][CH2:2][C:3]1([C:6]([NH:8][CH2:9][CH2:10][CH3:11])=[O:7])[CH2:4][CH2:5]1. The yield is 0.710. (4) The reactants are Cl[C:2]1[N:11]=[C:10]([N:12]2[CH2:17][CH2:16][O:15][CH2:14][CH2:13]2)[C:9]2[C:4](=[CH:5][C:6]([C:18]3[CH:19]=[C:20]([CH:22]=[CH:23][CH:24]=3)[NH2:21])=[CH:7][CH:8]=2)[N:3]=1.[C:25]([O:29][C:30]([NH:32][C:33]1[N:38]=[CH:37][C:36](B(O)O)=[CH:35][N:34]=1)=[O:31])([CH3:28])([CH3:27])[CH3:26].P([O-])([O-])([O-])=O.[K+].[K+].[K+].O1CCOCC1. The catalyst is C1C=CC([P]([Pd]([P](C2C=CC=CC=2)(C2C=CC=CC=2)C2C=CC=CC=2)([P](C2C=CC=CC=2)(C2C=CC=CC=2)C2C=CC=CC=2)[P](C2C=CC=CC=2)(C2C=CC=CC=2)C2C=CC=CC=2)(C2C=CC=CC=2)C2C=CC=CC=2)=CC=1.O. The product is [C:25]([O:29][C:30](=[O:31])[NH:32][C:33]1[N:38]=[CH:37][C:36]([C:2]2[N:11]=[C:10]([N:12]3[CH2:17][CH2:16][O:15][CH2:14][CH2:13]3)[C:9]3[C:4](=[CH:5][C:6]([C:18]4[CH:24]=[CH:23][CH:22]=[C:20]([NH2:21])[CH:19]=4)=[CH:7][CH:8]=3)[N:3]=2)=[CH:35][N:34]=1)([CH3:28])([CH3:26])[CH3:27]. The yield is 0.340. (5) The reactants are I[C:2]1[CH:7]=[CH:6][C:5]([CH:8]([CH3:14])[C:9]([O:11][CH2:12][CH3:13])=[O:10])=[CH:4][C:3]=1[O:15][CH3:16].[CH3:17][N:18](C)C=O. The catalyst is C(OC(=O)C)C.[C-]#N.[Zn+2].[C-]#N.[Pd].C1(P(C2C=CC=CC=2)C2C=CC=CC=2)C=CC=CC=1.C1(P(C2C=CC=CC=2)C2C=CC=CC=2)C=CC=CC=1.C1(P(C2C=CC=CC=2)C2C=CC=CC=2)C=CC=CC=1.C1(P(C2C=CC=CC=2)C2C=CC=CC=2)C=CC=CC=1. The product is [C:17]([C:2]1[CH:7]=[CH:6][C:5]([CH:8]([CH3:14])[C:9]([O:11][CH2:12][CH3:13])=[O:10])=[CH:4][C:3]=1[O:15][CH3:16])#[N:18]. The yield is 0.510.